Dataset: Cav3 T-type calcium channel HTS with 100,875 compounds. Task: Binary Classification. Given a drug SMILES string, predict its activity (active/inactive) in a high-throughput screening assay against a specified biological target. (1) The molecule is S(=O)(=O)(Nc1ccc(OC)cc1)c1cc([N+]([O-])=O)c(n2nnc3c2cccc3)cc1. The result is 0 (inactive). (2) The result is 1 (active). The compound is s1c(C(=O)C2CC2)c(N)c2c1nc(cc2C(F)(F)F)c1ccccc1. (3) The compound is o1c2c(c(c1C(OC(C)C(=O)NC(=O)NCC)=O)C)cc(OCC)cc2. The result is 0 (inactive). (4) The compound is S(=O)(=O)(Nc1ccc(Cc2ccc(NS(=O)(=O)C)cc2)cc1)C. The result is 0 (inactive).